This data is from Peptide-MHC class I binding affinity with 185,985 pairs from IEDB/IMGT. The task is: Regression. Given a peptide amino acid sequence and an MHC pseudo amino acid sequence, predict their binding affinity value. This is MHC class I binding data. The peptide sequence is YTVKPPNL. The MHC is H-2-Db with pseudo-sequence H-2-Db. The binding affinity (normalized) is 0.112.